This data is from hERG potassium channel inhibition data for cardiac toxicity prediction from Karim et al.. The task is: Regression/Classification. Given a drug SMILES string, predict its toxicity properties. Task type varies by dataset: regression for continuous values (e.g., LD50, hERG inhibition percentage) or binary classification for toxic/non-toxic outcomes (e.g., AMES mutagenicity, cardiotoxicity, hepatotoxicity). Dataset: herg_karim. (1) The molecule is N/C1=N\C(=O)[C@@H]2CCCN2c2ccc(cc2)OCCCCCCNCC(=O)Nc2c(Cl)cc(cc2Cl)CN1. The result is 0 (non-blocker). (2) The drug is Cn1c(CCCCN2CC3C[C@]3(c3ccc(C(F)(F)F)cc3)C2)nnc1-c1ccccc1. The result is 1 (blocker). (3) The drug is CCOC[C@@H](CC(C)C)NC(=O)[C@@H]1CNC[C@H](C(=O)N(c2cc(OCCCOC)c(C(C)C)cn2)C2CC2)C1. The result is 0 (non-blocker). (4) The molecule is Cc1nc(N2CCC(O)(C3CC3)CC2)nc2ccc(NC(=O)/C=C/c3ccc(C(F)F)cc3)cc12. The result is 1 (blocker). (5) The drug is CCCCCCCN(CC)CC#CCCc1ccc(C)cc1. The result is 1 (blocker).